From a dataset of Catalyst prediction with 721,799 reactions and 888 catalyst types from USPTO. Predict which catalyst facilitates the given reaction. (1) Reactant: Br[C:2]1[S:6][C:5]([C:7]2[CH:15]=[CH:14][C:10]([C:11]([OH:13])=[O:12])=[CH:9][CH:8]=2)=[CH:4][CH:3]=1.[F:16][C:17]1[CH:22]=[C:21]([O:23][CH3:24])[CH:20]=[CH:19][C:18]=1B(O)O. Product: [F:16][C:17]1[CH:22]=[C:21]([O:23][CH3:24])[CH:20]=[CH:19][C:18]=1[C:2]1[S:6][C:5]([C:7]2[CH:15]=[CH:14][C:10]([C:11]([OH:13])=[O:12])=[CH:9][CH:8]=2)=[CH:4][CH:3]=1. The catalyst class is: 2. (2) Reactant: Cl.[Cl:2][C:3]1[CH:4]=[C:5]2[C:10](=[CH:11][CH:12]=1)[CH:9]=[C:8]([S:13][CH2:14][CH2:15][CH2:16][N:17]([CH3:32])[C:18]([CH:20]1[CH2:25][CH2:24][N:23]([C:26]3[CH:31]=[CH:30][N:29]=[CH:28][CH:27]=3)[CH2:22][CH2:21]1)=[O:19])[CH:7]=[CH:6]2.C1C=C(Cl)C=C(C(OO)=[O:41])C=1. Product: [Cl:2][C:3]1[CH:4]=[C:5]2[C:10](=[CH:11][CH:12]=1)[CH:9]=[C:8]([S:13]([CH2:14][CH2:15][CH2:16][N:17]([CH3:32])[C:18]([CH:20]1[CH2:25][CH2:24][N:23]([C:26]3[CH:27]=[CH:28][N:29]=[CH:30][CH:31]=3)[CH2:22][CH2:21]1)=[O:19])=[O:41])[CH:7]=[CH:6]2. The catalyst class is: 5.